Dataset: Catalyst prediction with 721,799 reactions and 888 catalyst types from USPTO. Task: Predict which catalyst facilitates the given reaction. (1) Reactant: CC(C)=O.[OH:5][CH:6]([CH2:21][O:22][C:23]1[CH:28]=[CH:27][C:26]([OH:29])=[CH:25][CH:24]=1)[CH2:7][N:8]1[CH2:13][CH2:12][C:11]([C:15]2[CH:20]=[CH:19][CH:18]=[CH:17][CH:16]=2)([OH:14])[CH2:10][CH2:9]1.C(OC1C=CC(OCC(O)C[N:46]2C[CH2:50][C:49](C3C=CC=CC=3)(O)[CH2:48][CH2:47]2)=CC=1)C1C=CC=CC=1.C(O)C.[C:65]([O:68][CH2:69][CH3:70])(=O)C. Product: [O:68]1[C:69]2[CH:70]=[CH:50][CH:49]=[CH:48][C:47]=2[N:46]=[C:65]1[O:29][C:26]1[CH:27]=[CH:28][C:23]([O:22][CH2:21][CH:6]([OH:5])[CH2:7][N:8]2[CH2:9][CH2:10][C:11]([C:15]3[CH:20]=[CH:19][CH:18]=[CH:17][CH:16]=3)([OH:14])[CH2:12][CH2:13]2)=[CH:24][CH:25]=1. The catalyst class is: 45. (2) Reactant: [CH2:1]([NH:5][C:6]1[N:14]=[C:13]2[C:9]([N:10]=[C:11]([O:24]C)[N:12]2[CH2:15][CH:16]2[CH2:21][CH2:20][O:19][C:18]([CH3:23])([CH3:22])[CH2:17]2)=[C:8]([NH2:26])[N:7]=1)[CH2:2][CH2:3][CH3:4].Cl. Product: [NH2:26][C:8]1[N:7]=[C:6]([NH:5][CH2:1][CH2:2][CH2:3][CH3:4])[N:14]=[C:13]2[C:9]=1[NH:10][C:11](=[O:24])[N:12]2[CH2:15][CH:16]1[CH2:21][CH2:20][O:19][C:18]([CH3:23])([CH3:22])[CH2:17]1. The catalyst class is: 71. (3) Reactant: [NH2:1][C:2]1[N:3]=[CH:4][C:5]([C:8]([O:10][CH2:11][CH3:12])=[O:9])=[N:6][CH:7]=1.Cl[CH2:14][C:15](=O)[CH3:16].C(N(CC)CC)C. Product: [CH3:16][C:15]1[N:1]=[C:2]2[CH:7]=[N:6][C:5]([C:8]([O:10][CH2:11][CH3:12])=[O:9])=[CH:4][N:3]2[CH:14]=1. The catalyst class is: 14.